This data is from Forward reaction prediction with 1.9M reactions from USPTO patents (1976-2016). The task is: Predict the product of the given reaction. Given the reactants [O:1]=[S:2]1(=[O:31])[CH2:6][CH2:5][CH2:4][N:3]1[CH2:7][C:8]1[N:13]=[CH:12][C:11]([C:14]([N:16]2[CH2:21][CH2:20][N:19]([C:22]3[C:27]([CH3:28])=[CH:26][C:25]([CH2:29][CH3:30])=[CH:24][N:23]=3)[CH2:18][CH2:17]2)=[O:15])=[CH:10][CH:9]=1.[ClH:32].C(O)C, predict the reaction product. The product is: [ClH:32].[ClH:32].[O:31]=[S:2]1(=[O:1])[CH2:6][CH2:5][CH2:4][N:3]1[CH2:7][C:8]1[N:13]=[CH:12][C:11]([C:14]([N:16]2[CH2:17][CH2:18][N:19]([C:22]3[C:27]([CH3:28])=[CH:26][C:25]([CH2:29][CH3:30])=[CH:24][N:23]=3)[CH2:20][CH2:21]2)=[O:15])=[CH:10][CH:9]=1.